Dataset: Merck oncology drug combination screen with 23,052 pairs across 39 cell lines. Task: Regression. Given two drug SMILES strings and cell line genomic features, predict the synergy score measuring deviation from expected non-interaction effect. (1) Drug 1: COC1CC2CCC(C)C(O)(O2)C(=O)C(=O)N2CCCCC2C(=O)OC(C(C)CC2CCC(OP(C)(C)=O)C(OC)C2)CC(=O)C(C)C=C(C)C(O)C(OC)C(=O)C(C)CC(C)C=CC=CC=C1C. Drug 2: CCc1c2c(nc3ccc(O)cc13)-c1cc3c(c(=O)n1C2)COC(=O)C3(O)CC. Cell line: OVCAR3. Synergy scores: synergy=28.7. (2) Drug 1: COc1cccc2c1C(=O)c1c(O)c3c(c(O)c1C2=O)CC(O)(C(=O)CO)CC3OC1CC(N)C(O)C(C)O1. Drug 2: CC(C)CC(NC(=O)C(Cc1ccccc1)NC(=O)c1cnccn1)B(O)O. Cell line: EFM192B. Synergy scores: synergy=-20.7. (3) Drug 1: COc1cc(C2c3cc4c(cc3C(OC3OC5COC(C)OC5C(O)C3O)C3COC(=O)C23)OCO4)cc(OC)c1O. Drug 2: NC(=O)c1cccc2cn(-c3ccc(C4CCCNC4)cc3)nc12. Cell line: LOVO. Synergy scores: synergy=3.28. (4) Drug 1: C=CCn1c(=O)c2cnc(Nc3ccc(N4CCN(C)CC4)cc3)nc2n1-c1cccc(C(C)(C)O)n1. Drug 2: CC1(c2nc3c(C(N)=O)cccc3[nH]2)CCCN1. Cell line: T47D. Synergy scores: synergy=-10.3. (5) Drug 1: CCN(CC)CCNC(=O)c1c(C)[nH]c(C=C2C(=O)Nc3ccc(F)cc32)c1C. Drug 2: COC1=C2CC(C)CC(OC)C(O)C(C)C=C(C)C(OC(N)=O)C(OC)C=CC=C(C)C(=O)NC(=CC1=O)C2=O. Cell line: DLD1. Synergy scores: synergy=21.7. (6) Drug 1: CC1CC2C3CCC4=CC(=O)C=CC4(C)C3(F)C(O)CC2(C)C1(O)C(=O)CO. Drug 2: O=C(CCCCCCC(=O)Nc1ccccc1)NO. Cell line: SW837. Synergy scores: synergy=2.55. (7) Drug 1: CC(=O)OC1C(=O)C2(C)C(O)CC3OCC3(OC(C)=O)C2C(OC(=O)c2ccccc2)C2(O)CC(OC(=O)C(O)C(NC(=O)c3ccccc3)c3ccccc3)C(C)=C1C2(C)C. Drug 2: O=C(O)C1(Cc2cccc(Nc3nccs3)n2)CCC(Oc2cccc(Cl)c2F)CC1. Cell line: T47D. Synergy scores: synergy=13.5. (8) Drug 1: CN1C(=O)C=CC2(C)C3CCC4(C)C(NC(=O)OCC(F)(F)F)CCC4C3CCC12. Drug 2: CCc1cnn2c(NCc3ccc[n+]([O-])c3)cc(N3CCCCC3CCO)nc12. Cell line: EFM192B. Synergy scores: synergy=13.6.